This data is from Reaction yield outcomes from USPTO patents with 853,638 reactions. The task is: Predict the reaction yield, written as a fraction of the theoretical maximum amount of product (1.0 means a 100% yield; for example, 0.34 means a 34% yield). (1) The reactants are Cl.[N+:2]([C:5]1[CH:6]=[C:7]([CH:12]=[CH:13][CH:14]=1)[C:8](=[O:11])[CH2:9][NH2:10])([O-:4])=[O:3].C(=O)(O)[O-].[Na+].[Br:20][C:21]1[CH:22]=[C:23]([N:27]=[C:28]=[S:29])[CH:24]=[CH:25][CH:26]=1. The catalyst is O.CC(C)=O. The product is [N+:2]([C:5]1[CH:6]=[C:7]([CH:12]=[CH:13][CH:14]=1)[C:8](=[O:11])[CH2:9][NH:10][C:28]([NH:27][C:23]1[CH:24]=[CH:25][CH:26]=[C:21]([Br:20])[CH:22]=1)=[S:29])([O-:4])=[O:3]. The yield is 0.380. (2) The reactants are [CH2:1]([O:3][C:4]([C:6]1[C:15](=O)[C:14]2[C:9](=[CH:10][CH:11]=[C:12]([O:17][CH3:18])[N:13]=2)[NH:8][CH:7]=1)=[O:5])[CH3:2].P(Cl)(Cl)([Cl:21])=O. No catalyst specified. The product is [CH2:1]([O:3][C:4]([C:6]1[CH:7]=[N:8][C:9]2[C:14]([C:15]=1[Cl:21])=[N:13][C:12]([O:17][CH3:18])=[CH:11][CH:10]=2)=[O:5])[CH3:2]. The yield is 0.620. (3) The product is [Cl:29][CH2:30][C:31]([NH:9][CH2:10][C:11]1[CH:19]=[CH:18][CH:17]=[C:16]2[C:12]=1[CH2:13][N:14]([CH:21]1[CH2:26][CH2:25][C:24](=[O:27])[NH:23][C:22]1=[O:28])[C:15]2=[O:20])=[O:32]. The catalyst is C1COCC1. The reactants are C(N(CC)CC)C.Cl.[NH2:9][CH2:10][C:11]1[CH:19]=[CH:18][CH:17]=[C:16]2[C:12]=1[CH2:13][N:14]([CH:21]1[CH2:26][CH2:25][C:24](=[O:27])[NH:23][C:22]1=[O:28])[C:15]2=[O:20].[Cl:29][CH2:30][C:31](Cl)=[O:32]. The yield is 0.760. (4) The yield is 0.857. The product is [CH2:20]([N:9]1[CH:13]=[C:12]([C:14]2[C:22]3[C:17](=[N:18][CH:19]=[C:20]([C:23]4[CH:24]=[CH:25][C:26]([N:29]5[CH2:34][CH2:33][NH:32][CH2:31][CH2:30]5)=[CH:27][CH:28]=4)[CH:21]=3)[N:16]([S:42]([C:45]3[CH:46]=[CH:47][C:48]([CH3:49])=[CH:50][CH:51]=3)(=[O:43])=[O:44])[CH:15]=2)[CH:11]=[N:10]1)[C:23]1[CH:28]=[CH:27][CH:26]=[CH:25][CH:24]=1. The reactants are C([N:9]1[CH:13]=[C:12]([C:14]2[C:22]3[C:17](=[N:18][CH:19]=[C:20]([C:23]4[CH:28]=[CH:27][C:26]([N:29]5[CH2:34][CH2:33][N:32](C(OC(C)(C)C)=O)[CH2:31][CH2:30]5)=[CH:25][CH:24]=4)[CH:21]=3)[N:16]([S:42]([C:45]3[CH:51]=[CH:50][C:48]([CH3:49])=[CH:47][CH:46]=3)(=[O:44])=[O:43])[CH:15]=2)[CH:11]=[N:10]1)CC1C=CC=CC=1. The catalyst is C(O)(C(F)(F)F)=O.C(Cl)Cl. (5) The yield is 0.0700. The reactants are [CH:1]1([CH2:4][CH2:5][N:6]2[C:11](=[O:12])[CH2:10][C:9](=[O:13])[N:8]([C:14]3[CH:19]=[CH:18][C:17]([C:20]4[O:21][CH:22]=[CH:23][CH:24]=4)=[CH:16][CH:15]=3)[C:7]2=[O:25])[CH2:3][CH2:2]1.C(N(C(C)C)CC)(C)C.[N:35]([CH2:38][C:39]([O:41]CC)=[O:40])=[C:36]=[O:37]. The product is [CH:1]1([CH2:4][CH2:5][N:6]2[C:11](=[O:12])[C:10]([C:36]([NH:35][CH2:38][C:39]([OH:41])=[O:40])=[O:37])=[C:9]([OH:13])[N:8]([C:14]3[CH:19]=[CH:18][C:17]([C:20]4[O:21][CH:22]=[CH:23][CH:24]=4)=[CH:16][CH:15]=3)[C:7]2=[O:25])[CH2:3][CH2:2]1. The catalyst is ClCCl.